From a dataset of Forward reaction prediction with 1.9M reactions from USPTO patents (1976-2016). Predict the product of the given reaction. (1) Given the reactants [C:1]([O:5][C:6]([N:8]1[CH2:14][CH2:13][C:12]2[CH:15]=[CH:16][CH:17]=[CH:18][C:11]=2[CH:10]([CH3:19])[CH2:9]1)=[O:7])([CH3:4])([CH3:3])[CH3:2].[C:20]1([Mg]Br)[CH:25]=[CH:24][CH:23]=[CH:22][CH:21]=1.C1C[O:31][CH2:30]C1, predict the reaction product. The product is: [C:1]([O:5][C:6]([N:8]1[CH2:14][CH2:13][C:12]2[CH:15]=[CH:16][C:17]([C:30](=[O:31])[C:20]3[CH:25]=[CH:24][CH:23]=[CH:22][CH:21]=3)=[CH:18][C:11]=2[C@H:10]([CH3:19])[CH2:9]1)=[O:7])([CH3:4])([CH3:2])[CH3:3]. (2) Given the reactants C([N:8]1[CH2:13][CH2:12][CH:11]([N:14]2[C:18]3[CH:19]=[N:20][C:21]4[CH:22]=[CH:23][CH:24]=[CH:25][C:26]=4[C:17]=3[NH:16][C:15]2=[O:27])[CH2:10][CH2:9]1)C1C=CC=CC=1.[H][H], predict the reaction product. The product is: [NH:8]1[CH2:9][CH2:10][CH:11]([N:14]2[C:18]3[CH:19]=[N:20][C:21]4[CH:22]=[CH:23][CH:24]=[CH:25][C:26]=4[C:17]=3[NH:16][C:15]2=[O:27])[CH2:12][CH2:13]1. (3) Given the reactants [Cl:1][C:2]1[N:7]=[CH:6][C:5]([CH2:8][C:9]2[C:18]3[C:13](=[CH:14][CH:15]=[CH:16][CH:17]=3)[N:12]=[C:11]([C:19]([NH:21][C@H:22]3[CH2:27][CH2:26][CH2:25][CH2:24][C@@H:23]3[OH:28])=[O:20])[CH:10]=2)=[CH:4][CH:3]=1.[CH3:29][S:30]([CH3:32])=O, predict the reaction product. The product is: [Cl:1][C:2]1[N:7]=[CH:6][C:5]([CH2:8][C:9]2[C:18]3[C:13](=[CH:14][CH:15]=[CH:16][CH:17]=3)[N:12]=[C:11]([C:19]([NH:21][C@H:22]3[CH2:27][CH2:26][CH2:25][CH2:24][C@@H:23]3[OH:28])=[O:20])[CH:10]=2)=[CH:4][CH:3]=1.[OH:28][C@H:23]1[CH2:24][CH2:25][CH2:26][CH2:27][C@@H:22]1[NH:21][C:19]([C:11]1[CH:10]=[C:9]([CH2:8][C:5]2[CH:6]=[N:7][C:29]([S:30][CH3:32])=[CH:3][CH:4]=2)[C:18]2[C:13](=[CH:14][CH:15]=[CH:16][CH:17]=2)[N:12]=1)=[O:20]. (4) Given the reactants [F:1][C:2]1[CH:7]=[CH:6][C:5]([C:8]2[O:9][C:10]3[CH:20]=[C:19]([N:21]([CH3:26])[S:22]([CH3:25])(=[O:24])=[O:23])[C:18]([C:27]4[CH:32]=[CH:31][C:30]([OH:33])=[C:29]([C:34]5[NH:35][C:36]6[C:41]([CH:42]=5)=[CH:40][CH:39]=[CH:38][CH:37]=6)[CH:28]=4)=[CH:17][C:11]=3[C:12]=2[C:13]([NH:15][CH3:16])=[O:14])=[CH:4][CH:3]=1.[CH3:43][C:44]1[CH:45]=[CH:46][C:47](S(O)(=O)=O)=[CH:48][CH:49]=1.C(=O)C1C=CC=CC=1.O, predict the reaction product. The product is: [F:1][C:2]1[CH:7]=[CH:6][C:5]([C:8]2[O:9][C:10]3[CH:20]=[C:19]([N:21]([CH3:26])[S:22]([CH3:25])(=[O:23])=[O:24])[C:18]([C:27]4[CH:28]=[C:29]5[C:34]6[NH:35][C:36]7[C:41]([C:42]=6[CH:43]([C:44]6[CH:45]=[CH:46][CH:47]=[CH:48][CH:49]=6)[O:33][C:30]5=[CH:31][CH:32]=4)=[CH:40][CH:39]=[CH:38][CH:37]=7)=[CH:17][C:11]=3[C:12]=2[C:13]([NH:15][CH3:16])=[O:14])=[CH:4][CH:3]=1. (5) Given the reactants O.O.O.O.O.O.O.[Cl-].[Ce+3].[Cl-].[Cl-].[Si:12]([O:19][CH2:20][C@@H:21]1[CH:26]=[C:25]([C:27](=[O:31])[N:28]([CH3:30])[CH3:29])[C:24](=[O:32])[CH2:23][N:22]1[C:33]([O:35][C:36]([CH3:39])([CH3:38])[CH3:37])=[O:34])([C:15]([CH3:18])([CH3:17])[CH3:16])([CH3:14])[CH3:13].[BH4-].[Na+], predict the reaction product. The product is: [Si:12]([O:19][CH2:20][C@@H:21]1[CH:26]=[C:25]([C:27](=[O:31])[N:28]([CH3:29])[CH3:30])[C@H:24]([OH:32])[CH2:23][N:22]1[C:33]([O:35][C:36]([CH3:39])([CH3:38])[CH3:37])=[O:34])([C:15]([CH3:18])([CH3:17])[CH3:16])([CH3:14])[CH3:13]. (6) Given the reactants ClC1N=NC(NS(CC2C=C(C#N)C=CC=2Cl)(=O)=O)=C(O)C=1.[C:23]([C:25]1[N:26]=[C:27]([O:44]C)[C:28]([NH:31][S:32]([CH2:35][C:36]2[CH:41]=[C:40]([Cl:42])[CH:39]=[C:38]([Cl:43])[CH:37]=2)(=[O:34])=[O:33])=[N:29][CH:30]=1)#[N:24].ClC1N=NC(NS(CC2C=C(C#N)C=CC=2Cl)(=O)=O)=C(OC)C=1, predict the reaction product. The product is: [C:23]([C:25]1[N:26]=[C:27]([OH:44])[C:28]([NH:31][S:32]([CH2:35][C:36]2[CH:37]=[C:38]([Cl:43])[CH:39]=[C:40]([Cl:42])[CH:41]=2)(=[O:34])=[O:33])=[N:29][CH:30]=1)#[N:24]. (7) Given the reactants C([O:3][C:4]([CH:6]1[CH2:10][CH:9]([S:11]([C:14]2[CH:19]=[CH:18][CH:17]=[CH:16][C:15]=2[C:20]([F:23])([F:22])[F:21])(=[O:13])=[O:12])[CH2:8][N:7]1[C:24]1[CH:29]=[CH:28][CH:27]=[CH:26][C:25]=1[C:30]1[CH:35]=[CH:34][CH:33]=[CH:32][CH:31]=1)=[O:5])C.[OH-].[Li+], predict the reaction product. The product is: [C:25]1([C:30]2[CH:35]=[CH:34][CH:33]=[CH:32][CH:31]=2)[CH:26]=[CH:27][CH:28]=[CH:29][C:24]=1[N:7]1[CH2:8][CH:9]([S:11]([C:14]2[CH:19]=[CH:18][CH:17]=[CH:16][C:15]=2[C:20]([F:22])([F:23])[F:21])(=[O:12])=[O:13])[CH2:10][CH:6]1[C:4]([OH:5])=[O:3]. (8) The product is: [Cl:1][C:2]1[CH:9]=[CH:8][C:5]([CH2:6][N:22]2[CH2:23][CH:19]3[CH2:18][N:17]([C:24]([O:26][N:35]4[C:33](=[O:34])[CH2:32][CH2:31][C:36]4=[O:37])=[O:25])[CH2:16][CH:20]3[CH2:21]2)=[C:4]([N:11]2[CH2:15][CH2:14][CH2:13][CH2:12]2)[CH:3]=1. Given the reactants [Cl:1][C:2]1[CH:9]=[CH:8][C:5]([CH:6]=O)=[C:4](F)[CH:3]=1.[NH:11]1[CH2:15][CH2:14][CH2:13][CH2:12]1.[CH2:16]1[CH:20]2[CH2:21][NH:22][CH2:23][CH:19]2[CH2:18][N:17]1[C:24]([O:26]C(C)(C)C)=[O:25].[CH2:31]1[C:36](=[O:37])[N:35](OC(O[N:35]2[C:36](=[O:37])[CH2:31][CH2:32][C:33]2=[O:34])=O)[C:33](=[O:34])[CH2:32]1, predict the reaction product. (9) The product is: [CH2:6]([N:8]1[C:12]([C:15](=[O:17])[CH3:16])=[N:11][CH:10]=[N:9]1)[CH3:7]. Given the reactants C([Li])CCC.[CH2:6]([N:8]1[CH:12]=[N:11][CH:10]=[N:9]1)[CH3:7].CN(C)[C:15](=[O:17])[CH3:16], predict the reaction product. (10) Given the reactants C[O:2][C:3](=[O:28])[CH:4]([C:9]1[CH:14]=[C:13]([NH:15][C:16]2[CH:21]=[CH:20][CH:19]=[C:18]([N+:22]([O-:24])=[O:23])[CH:17]=2)[CH:12]=[CH:11][C:10]=1[N+:25]([O-:27])=[O:26])C(OC)=O, predict the reaction product. The product is: [N+:25]([C:10]1[CH:11]=[CH:12][C:13]([NH:15][C:16]2[CH:21]=[CH:20][CH:19]=[C:18]([N+:22]([O-:24])=[O:23])[CH:17]=2)=[CH:14][C:9]=1[CH2:4][C:3]([OH:28])=[O:2])([O-:27])=[O:26].